Dataset: Forward reaction prediction with 1.9M reactions from USPTO patents (1976-2016). Task: Predict the product of the given reaction. (1) Given the reactants [CH2:1]([S:3][C:4]1[N:9]=[N:8][C:7]([C:10]([OH:12])=O)=[CH:6][CH:5]=1)[CH3:2].C1N=CN(C(N2C=NC=C2)=O)C=1.CS(O)(=O)=O.[NH2:30][CH2:31][C:32]1[CH:33]=[C:34]2[C:38](=[CH:39][CH:40]=1)[C:37](=[O:41])[N:36]([CH:42]1[CH2:47][CH2:46][C:45](=[O:48])[NH:44][C:43]1=[O:49])[C:35]2=[O:50].O, predict the reaction product. The product is: [O:49]=[C:43]1[CH:42]([N:36]2[C:35](=[O:50])[C:34]3[C:38](=[CH:39][CH:40]=[C:32]([CH2:31][NH:30][C:10]([C:7]4[N:8]=[N:9][C:4]([S:3][CH2:1][CH3:2])=[CH:5][CH:6]=4)=[O:12])[CH:33]=3)[C:37]2=[O:41])[CH2:47][CH2:46][C:45](=[O:48])[NH:44]1. (2) Given the reactants [Cl:1][C:2]1[C:7]([Cl:8])=[CH:6][CH:5]=[CH:4][C:3]=1[CH2:9][CH:10]([C:13]#[N:14])[C:11]#[N:12].O.[NH2:16][NH2:17], predict the reaction product. The product is: [Cl:1][C:2]1[C:7]([Cl:8])=[CH:6][CH:5]=[CH:4][C:3]=1[CH2:9][C:10]1[C:11]([NH2:12])=[N:16][NH:17][C:13]=1[NH2:14]. (3) Given the reactants [NH2:1][C:2]1[CH:7]=[CH:6][C:5]([C:8]([F:11])([F:10])[F:9])=[CH:4][C:3]=1[C:12]([C:14]1[CH:19]=[C:18]([Cl:20])[CH:17]=[CH:16][C:15]=1[O:21][CH3:22])=[O:13].N1C=CC=CC=1.[Br:29][CH2:30][C:31](Br)=[O:32], predict the reaction product. The product is: [Br:29][CH2:30][C:31]([NH:1][C:2]1[CH:7]=[CH:6][C:5]([C:8]([F:10])([F:11])[F:9])=[CH:4][C:3]=1[C:12](=[O:13])[C:14]1[CH:19]=[C:18]([Cl:20])[CH:17]=[CH:16][C:15]=1[O:21][CH3:22])=[O:32]. (4) Given the reactants [C:1](Cl)(=[O:10])[C:2]1[CH:7]=[CH:6][C:5]([O:8][CH3:9])=[CH:4][CH:3]=1.[C:12](O)(=O)[CH2:13][C:14]([CH2:19][C:20](O)=O)([C:16]([OH:18])=O)O, predict the reaction product. The product is: [CH3:9][O:8][C:5]1[CH:6]=[CH:7][C:2]([C:1](=[O:10])[CH:1]([CH2:2][CH3:3])[C:16]([C:14]2[CH:13]=[CH:12][C:5]([O:8][CH3:9])=[CH:20][CH:19]=2)=[O:18])=[CH:3][CH:4]=1.